This data is from Catalyst prediction with 721,799 reactions and 888 catalyst types from USPTO. The task is: Predict which catalyst facilitates the given reaction. (1) Reactant: [CH3:1][C:2]1[CH:7]=[C:6](B(O)O)[CH:5]=[CH:4][N:3]=1.Cl[C:12]1[N:17]=[CH:16][C:15]([CH2:18][NH2:19])=[CH:14][CH:13]=1.[O-]P([O-])([O-])=O.[K+].[K+].[K+]. Product: [CH3:1][C:2]1[CH:7]=[C:6]([C:12]2[CH:13]=[CH:14][C:15]([CH2:18][NH2:19])=[CH:16][N:17]=2)[CH:5]=[CH:4][N:3]=1. The catalyst class is: 77. (2) Reactant: [CH3:1][O:2][C:3]1[CH:8]=[C:7]([N+:9]([O-:11])=[O:10])[CH:6]=[CH:5][C:4]=1[N:12]1[CH2:16][CH2:15][C@@H:14]([OH:17])[CH2:13]1.[CH3:18]N(C=O)C.[H-].[Na+].CI. Product: [CH3:18][O:17][C@@H:14]1[CH2:15][CH2:16][N:12]([C:4]2[CH:5]=[CH:6][C:7]([N+:9]([O-:11])=[O:10])=[CH:8][C:3]=2[O:2][CH3:1])[CH2:13]1. The catalyst class is: 69. (3) Reactant: [F:1][C:2]([F:17])([F:16])[C:3]1[CH:8]=[CH:7][C:6]([CH2:9][NH2:10])=[C:5]([N:11]2[CH:15]=[N:14][CH:13]=[N:12]2)[CH:4]=1.ClC(Cl)(O[C:22](=[O:28])OC(Cl)(Cl)Cl)Cl.[N-:30]=[C:31]=O.CO.[CH3:35][N:36]([CH:38]=[O:39])C. Product: [F:17][C:2]([F:16])([F:1])[C:3]1[CH:8]=[CH:7][C:6]([CH2:9][NH:10][C:38]([NH:36][C:35]2[C:31]3[NH:30][C:22](=[O:28])[NH:10][C:9]=3[CH:6]=[CH:5][CH:4]=2)=[O:39])=[C:5]([N:11]2[CH:15]=[N:14][CH:13]=[N:12]2)[CH:4]=1. The catalyst class is: 25. (4) Reactant: [NH2:1][C@@H:2]([CH2:24][C:25]1[CH:30]=[CH:29][CH:28]=[CH:27][CH:26]=1)[CH2:3][C@H:4]([OH:23])[C@@H:5]([NH:13][C:14](=[O:22])[O:15][CH2:16][C:17]1[S:21][CH:20]=[N:19][CH:18]=1)[CH2:6][C:7]1[CH:12]=[CH:11][CH:10]=[CH:9][CH:8]=1.[CH3:31][S:32](Cl)(=[O:34])=[O:33]. Product: [CH2:6]([C@H:5]([NH:13][C:14](=[O:22])[O:15][CH2:16][C:17]1[S:21][CH:20]=[N:19][CH:18]=1)[C@@H:4]([OH:23])[CH2:3][C@@H:2]([NH:1][S:32]([CH3:31])(=[O:34])=[O:33])[CH2:24][C:25]1[CH:26]=[CH:27][CH:28]=[CH:29][CH:30]=1)[C:7]1[CH:12]=[CH:11][CH:10]=[CH:9][CH:8]=1. The catalyst class is: 241. (5) Reactant: [F:1][C:2]1[C:9]([O:10][CH3:11])=[CH:8][CH:7]=[C:6]([C:12]2[CH:16]=[CH:15][O:14][CH:13]=2)[C:3]=1[C:4]#[N:5].N. Product: [F:1][C:2]1[C:9]([O:10][CH3:11])=[CH:8][CH:7]=[C:6]([C:12]2[CH:16]=[CH:15][O:14][CH:13]=2)[C:3]=1[CH2:4][NH2:5]. The catalyst class is: 227. (6) Reactant: [N:1]1[CH:6]=[CH:5][CH:4]=[C:3]([OH:7])[CH:2]=1.[H-].[Na+].Cl[C:11]1[C:12]2[N:20]=[C:19]([Cl:21])[CH:18]=[CH:17][C:13]=2[N:14]=[CH:15][N:16]=1. Product: [Cl:21][C:19]1[CH:18]=[CH:17][C:13]2[N:14]=[CH:15][N:16]=[C:11]([O:7][C:3]3[CH:2]=[N:1][CH:6]=[CH:5][CH:4]=3)[C:12]=2[N:20]=1. The catalyst class is: 18. (7) Reactant: [C:1]([C:5]1[S:9][C:8](=[NH:10])[N:7]([CH2:11][CH:12]2[CH2:15][N:14]([C:16]([O:18][C:19]([CH3:22])([CH3:21])[CH3:20])=[O:17])[CH2:13]2)[CH:6]=1)([CH3:4])([CH3:3])[CH3:2].C(N(CC)CC)C.[F:30][C:31]1[CH:39]=[CH:38][C:37]([C:40]([F:43])([F:42])[F:41])=[CH:36][C:32]=1[C:33](Cl)=[O:34]. Product: [C:1]([C:5]1[S:9]/[C:8](=[N:10]\[C:33](=[O:34])[C:32]2[CH:36]=[C:37]([C:40]([F:41])([F:42])[F:43])[CH:38]=[CH:39][C:31]=2[F:30])/[N:7]([CH2:11][CH:12]2[CH2:15][N:14]([C:16]([O:18][C:19]([CH3:22])([CH3:21])[CH3:20])=[O:17])[CH2:13]2)[CH:6]=1)([CH3:4])([CH3:2])[CH3:3]. The catalyst class is: 7.